This data is from Catalyst prediction with 721,799 reactions and 888 catalyst types from USPTO. The task is: Predict which catalyst facilitates the given reaction. (1) Reactant: [Cl:1][C:2]1[CH:3]=[C:4]2[C:8](=[CH:9][CH:10]=1)[NH:7][C:6]([C:11](O)=[O:12])=[C:5]2[C:14]1[CH:19]=[CH:18][CH:17]=[CH:16][CH:15]=1.Cl.CN(C)CCCN=C=NCC.O.ON1C2C=CC=CC=2N=N1.[Cl:43][C:44]1[CH:45]=[C:46]([N:50]2[CH2:55][CH2:54][NH:53][CH2:52][CH2:51]2)[CH:47]=[CH:48][CH:49]=1. Product: [Cl:43][C:44]1[CH:45]=[C:46]([N:50]2[CH2:55][CH2:54][N:53]([C:11]([C:6]3[NH:7][C:8]4[C:4]([C:5]=3[C:14]3[CH:19]=[CH:18][CH:17]=[CH:16][CH:15]=3)=[CH:3][C:2]([Cl:1])=[CH:10][CH:9]=4)=[O:12])[CH2:52][CH2:51]2)[CH:47]=[CH:48][CH:49]=1. The catalyst class is: 4. (2) Reactant: [N:1]1([CH2:7][CH2:8][CH2:9][O:10][C:11]2[CH:18]=[CH:17][CH:16]=[CH:15][C:12]=2[CH:13]=O)[CH2:6][CH2:5][CH2:4][CH2:3][CH2:2]1.[NH2:19][C:20]1[CH:25]=[CH:24][CH:23]=[CH:22][N:21]=1.C(O[BH-](OC(=O)C)OC(=O)C)(=O)C.[Na+].[OH-].[Na+].[CH2:42]([Cl:44])[Cl:43]. Product: [NH3:1].[CH2:42]([Cl:44])[Cl:43].[N:1]1([CH2:7][CH2:8][CH2:9][O:10][C:11]2[CH:18]=[CH:17][CH:16]=[CH:15][C:12]=2[CH2:13][NH:19][C:20]2[CH:25]=[CH:24][CH:23]=[CH:22][N:21]=2)[CH2:6][CH2:5][CH2:4][CH2:3][CH2:2]1. The catalyst class is: 15. (3) Reactant: [CH:1]1[C:6]2[CH2:7][CH2:8][CH2:9][CH2:10][CH:11](O)[C:5]=2[CH:4]=[CH:3][CH:2]=1.Cl.[H][H]. Product: [CH:4]1[C:5]2[CH2:11][CH2:10][CH2:9][CH2:8][CH2:7][C:6]=2[CH:1]=[CH:2][CH:3]=1. The catalyst class is: 63. (4) Reactant: Br[C:2]1[CH:7]=[CH:6][CH:5]=[C:4]([Br:8])[N:3]=1.[CH3:9][O:10][C:11]1[CH:16]=[CH:15][C:14]([C:17]2[S:18][C:19]([Sn](CCCC)(CCCC)CCCC)=[CH:20][N:21]=2)=[CH:13][CH:12]=1.C1(C)C=CC=CC=1. Product: [Br:8][C:4]1[N:3]=[C:2]([C:19]2[S:18][C:17]([C:14]3[CH:15]=[CH:16][C:11]([O:10][CH3:9])=[CH:12][CH:13]=3)=[N:21][CH:20]=2)[CH:7]=[CH:6][CH:5]=1. The catalyst class is: 103. (5) The catalyst class is: 15. Reactant: [OH:1][C:2]1[CH:3]=[C:4]2[C:9](=[CH:10][CH:11]=1)[CH:8]=[C:7]([C:12]1[O:13][C:14]3[CH:26]=[CH:25][CH:24]=[CH:23][C:15]=3[C:16]=1[C:17](=[O:22])[CH2:18][CH:19]([CH3:21])[CH3:20])[CH:6]=[CH:5]2.[Br:27]Br.C([O-])(=O)C.[K+]. Product: [Br:27][C:10]1[CH:11]=[C:2]([OH:1])[CH:3]=[C:4]2[C:9]=1[CH:8]=[C:7]([C:12]1[O:13][C:14]3[CH:26]=[CH:25][CH:24]=[CH:23][C:15]=3[C:16]=1[C:17](=[O:22])[CH2:18][CH:19]([CH3:21])[CH3:20])[CH:6]=[CH:5]2. (6) Reactant: [N:1]1[CH:6]=[CH:5][CH:4]=[C:3]([NH:7][C:8]([C:10]2[CH:11]=[CH:12][C:13]3[NH:14][C:15]4[C:16](=O)[CH2:17][CH2:18][CH2:19][C:20]=4[C:21]=3[CH:22]=2)=[O:9])[CH:2]=1.[NH2:24][OH:25].Cl.CC([O-])=O.[Na+]. Product: [N:1]1[CH:6]=[CH:5][CH:4]=[C:3]([NH:7][C:8]([C:10]2[CH:11]=[CH:12][C:13]3[NH:14][C:15]4[C:16](=[N:24][OH:25])[CH2:17][CH2:18][CH2:19][C:20]=4[C:21]=3[CH:22]=2)=[O:9])[CH:2]=1. The catalyst class is: 5. (7) Reactant: [NH2:1][CH2:2][C:3]1[CH:8]=[CH:7][C:6]([CH:9]([CH3:29])[C:10]([NH:12][CH2:13][C:14]2[C:15]([N:24]3[CH2:28][CH2:27][CH2:26][CH2:25]3)=[N:16][C:17]([C:20]([F:23])([F:22])[F:21])=[CH:18][CH:19]=2)=[O:11])=[CH:5][CH:4]=1.[CH3:30][S:31](Cl)(=[O:33])=[O:32]. Product: [CH3:30][S:31]([NH:1][CH2:2][C:3]1[CH:8]=[CH:7][C:6]([CH:9]([CH3:29])[C:10]([NH:12][CH2:13][C:14]2[C:15]([N:24]3[CH2:25][CH2:26][CH2:27][CH2:28]3)=[N:16][C:17]([C:20]([F:23])([F:21])[F:22])=[CH:18][CH:19]=2)=[O:11])=[CH:5][CH:4]=1)(=[O:33])=[O:32]. The catalyst class is: 300.